Dataset: NCI-60 drug combinations with 297,098 pairs across 59 cell lines. Task: Regression. Given two drug SMILES strings and cell line genomic features, predict the synergy score measuring deviation from expected non-interaction effect. (1) Drug 1: CC1CCC2CC(C(=CC=CC=CC(CC(C(=O)C(C(C(=CC(C(=O)CC(OC(=O)C3CCCCN3C(=O)C(=O)C1(O2)O)C(C)CC4CCC(C(C4)OC)OCCO)C)C)O)OC)C)C)C)OC. Drug 2: COCCOC1=C(C=C2C(=C1)C(=NC=N2)NC3=CC=CC(=C3)C#C)OCCOC.Cl. Cell line: RPMI-8226. Synergy scores: CSS=1.64, Synergy_ZIP=2.58, Synergy_Bliss=5.05, Synergy_Loewe=-0.698, Synergy_HSA=-0.0300. (2) Drug 1: C1=CC(=CC=C1CCCC(=O)O)N(CCCl)CCCl. Drug 2: CC(C)NC(=O)C1=CC=C(C=C1)CNNC.Cl. Cell line: HS 578T. Synergy scores: CSS=9.52, Synergy_ZIP=-3.89, Synergy_Bliss=-6.50, Synergy_Loewe=-12.4, Synergy_HSA=-9.64. (3) Drug 1: C1=NC2=C(N1)C(=S)N=C(N2)N. Drug 2: C1C(C(OC1N2C=NC3=C(N=C(N=C32)Cl)N)CO)O. Cell line: HOP-62. Synergy scores: CSS=22.8, Synergy_ZIP=-11.1, Synergy_Bliss=-7.27, Synergy_Loewe=-7.07, Synergy_HSA=-6.21. (4) Drug 1: CC1=C2C(C(=O)C3(C(CC4C(C3C(C(C2(C)C)(CC1OC(=O)C(C(C5=CC=CC=C5)NC(=O)OC(C)(C)C)O)O)OC(=O)C6=CC=CC=C6)(CO4)OC(=O)C)O)C)O. Drug 2: C1CNP(=O)(OC1)N(CCCl)CCCl. Cell line: UO-31. Synergy scores: CSS=0.268, Synergy_ZIP=0.176, Synergy_Bliss=-1.35, Synergy_Loewe=-2.64, Synergy_HSA=-2.69. (5) Cell line: RXF 393. Synergy scores: CSS=1.77, Synergy_ZIP=-1.71, Synergy_Bliss=-3.24, Synergy_Loewe=-2.83, Synergy_HSA=-2.83. Drug 2: C(CC(=O)O)C(=O)CN.Cl. Drug 1: C1C(C(OC1N2C=NC3=C(N=C(N=C32)Cl)N)CO)O. (6) Drug 1: C1=C(C(=O)NC(=O)N1)N(CCCl)CCCl. Drug 2: CS(=O)(=O)OCCCCOS(=O)(=O)C. Cell line: MDA-MB-231. Synergy scores: CSS=6.14, Synergy_ZIP=-10.5, Synergy_Bliss=-12.1, Synergy_Loewe=-14.4, Synergy_HSA=-10.4. (7) Drug 1: CC1=CC2C(CCC3(C2CCC3(C(=O)C)OC(=O)C)C)C4(C1=CC(=O)CC4)C. Drug 2: CCN(CC)CCCC(C)NC1=C2C=C(C=CC2=NC3=C1C=CC(=C3)Cl)OC. Cell line: MDA-MB-435. Synergy scores: CSS=8.69, Synergy_ZIP=-2.85, Synergy_Bliss=-0.475, Synergy_Loewe=-18.1, Synergy_HSA=-5.05. (8) Drug 1: CC(C1=C(C=CC(=C1Cl)F)Cl)OC2=C(N=CC(=C2)C3=CN(N=C3)C4CCNCC4)N. Drug 2: CCC1(CC2CC(C3=C(CCN(C2)C1)C4=CC=CC=C4N3)(C5=C(C=C6C(=C5)C78CCN9C7C(C=CC9)(C(C(C8N6C)(C(=O)OC)O)OC(=O)C)CC)OC)C(=O)OC)O.OS(=O)(=O)O. Cell line: K-562. Synergy scores: CSS=42.2, Synergy_ZIP=0.587, Synergy_Bliss=4.76, Synergy_Loewe=-9.43, Synergy_HSA=5.29. (9) Drug 1: CN1C(=O)N2C=NC(=C2N=N1)C(=O)N. Drug 2: B(C(CC(C)C)NC(=O)C(CC1=CC=CC=C1)NC(=O)C2=NC=CN=C2)(O)O. Cell line: SK-OV-3. Synergy scores: CSS=36.2, Synergy_ZIP=3.55, Synergy_Bliss=1.18, Synergy_Loewe=-58.9, Synergy_HSA=-2.85.